Dataset: Experimentally validated miRNA-target interactions with 360,000+ pairs, plus equal number of negative samples. Task: Binary Classification. Given a miRNA mature sequence and a target amino acid sequence, predict their likelihood of interaction. (1) The miRNA is hsa-miR-7114-3p with sequence UGACCCACCCCUCUCCACCAG. The protein sequence of the target gene is MATCSRQFTSSSSMKGSCGIGGGSSRMSSILAGGSCRAPSTCGGMSVTSSRFSSGGVCGIGGGYGGSFSSSSFGGGLGSGFGGRFDGFGGGFGAGLGGGLGGGIGDGLLVGSEKVTMQNLNDRLATYLDKVRALEEANRDLEVKIRDWYQRQRPTEIKDYSPYFKTIEDLKSKIIIATQENAQFTLQIDNARLAADDFRTKYENELFLRQSVEGDINGLRKVLDELTLSRADLEMQIENLREELAFLKKNHEEEMLALRGQTGGDVNVEMDAAPGVDLSRILNEMRDQYEQMAEKNRRDV.... Result: 0 (no interaction). (2) The miRNA is hsa-miR-92a-2-5p with sequence GGGUGGGGAUUUGUUGCAUUAC. The protein sequence of the target gene is MLEDISEEDIWEYKSKRKPKRVDPNNGSKNILKSVEKATDGKYQSKRSRNRKRAAEAKEVKDHEVPLGNAGCQTSVASSQNSSCGDGIQQTQDKETTPGKLCRTQKSQHVSPKIRPVYDGYCPNCQMPFSSLIGQTPRWHVFECLDSPPRSETECPDGLLCTSTIPFHYKRYTHFLLAQSRAGDHPFSSPSPASGGSFSETKSGVLCSLEERWSSYQNQTDNSVSNDPLLMTQYFKKSPSLTEASEKISTHIQTSQQALQFTDFVENDKLVGVALRLANNSEHINLPLPENDFSDCEISY.... Result: 0 (no interaction). (3) The protein sequence of the target gene is MRGSPLIRLLATSFLCLLSMVCAQLCRTPCTCPWTPPQCPQGVPLVLDGCGCCKVCARRLTESCEHLHVCEPSQGLVCQPGAGPGGHGAVCLLDEDDGDCEVNGRRYLDGETFKPNCRVLCRCDDGGFTCLPLCSEDVTLPSWDCPRPKRIQVPGKCCPEWVCDQGVTPAIQRSAAQGHQLSALVTPASADAPWPNWSTAWGPCSTTCGLGIATRVSNQNRFCQLEIQRRLCLPRPCLAARSHSSWNSAF. The miRNA is hsa-miR-3622b-3p with sequence UCACCUGAGCUCCCGUGCCUG. Result: 0 (no interaction).